From a dataset of Forward reaction prediction with 1.9M reactions from USPTO patents (1976-2016). Predict the product of the given reaction. (1) The product is: [C:21]([C:22]1[CH:29]=[CH:28][C:25]([CH2:26][NH:27][C:14](=[O:16])[CH:13]([C:6]2[CH:7]=[C:8]([O:10][CH2:11][CH3:12])[CH:9]=[C:4]([O:3][CH2:1][CH3:2])[C:5]=2[F:19])[O:17][CH3:18])=[CH:24][CH:23]=1)#[N:20]. Given the reactants [CH2:1]([O:3][C:4]1[C:5]([F:19])=[C:6]([CH:13]([O:17][CH3:18])[C:14]([OH:16])=O)[CH:7]=[C:8]([O:10][CH2:11][CH3:12])[CH:9]=1)[CH3:2].[NH2:20][CH2:21][C:22]1[CH:29]=[CH:28][C:25]([C:26]#[N:27])=[CH:24][CH:23]=1, predict the reaction product. (2) Given the reactants [Cl:1][C:2]1[CH:7]=[CH:6][C:5]([CH:8]=[CH:9][S:10]([NH:13][C:14]2[CH:19]=[CH:18][C:17]([CH3:20])=[CH:16][C:15]=2[S:21]([NH2:24])(=[O:23])=[O:22])(=[O:12])=[O:11])=[C:4]([O:25][CH3:26])[CH:3]=1, predict the reaction product. The product is: [Cl:1][C:2]1[CH:7]=[CH:6][C:5]([CH2:8][CH2:9][S:10]([NH:13][C:14]2[CH:19]=[CH:18][C:17]([CH3:20])=[CH:16][C:15]=2[S:21]([NH2:24])(=[O:22])=[O:23])(=[O:12])=[O:11])=[C:4]([O:25][CH3:26])[CH:3]=1. (3) The product is: [Br:10][C:11]1[C:12]([NH:18][C@@H:19]([CH:29]([CH3:31])[CH2:30][CH3:2])[CH2:20][NH:21][C:22](=[O:28])[O:23][C:24]([CH3:25])([CH3:26])[CH3:27])=[N:13][C:14]([Cl:17])=[N:15][CH:16]=1. Given the reactants Br[C:2]1C(Cl)=NC(Cl)=NC=1.[Br:10][C:11]1[C:12]([NH:18][CH:19]([CH:29]([CH3:31])[CH3:30])[CH2:20][NH:21][C:22](=[O:28])[O:23][C:24]([CH3:27])([CH3:26])[CH3:25])=[N:13][C:14]([Cl:17])=[N:15][CH:16]=1, predict the reaction product. (4) Given the reactants [C:1]([C:3]1[O:4][C:5]2[C:11]([C:12]3[CH:35]=[CH:34][C:15]([O:16][CH2:17][C:18]4[CH:19]=[C:20]([CH:31]=[CH:32][CH:33]=4)[C:21]([N:23]4[CH2:30][CH2:29][CH2:28][C@H:24]4[C:25]([OH:27])=[O:26])=[O:22])=[CH:14][CH:13]=3)=[CH:10][C:9]([F:36])=[C:8]([F:37])[C:6]=2[CH:7]=1)#[N:2].C([O-])(=[O:40])C.[Na+].Cl.NO.C(OC(=O)C)(=O)C, predict the reaction product. The product is: [F:37][C:8]1[C:6]2[CH:7]=[C:3]([CH:1]=[N:2][OH:40])[O:4][C:5]=2[C:11]([C:12]2[CH:13]=[CH:14][C:15]([O:16][CH2:17][C:18]3[CH:19]=[C:20]([CH:31]=[CH:32][CH:33]=3)[C:21]([N:23]3[CH2:30][CH2:29][CH2:28][C@H:24]3[C:25]([OH:27])=[O:26])=[O:22])=[CH:34][CH:35]=2)=[CH:10][C:9]=1[F:36]. (5) Given the reactants S(Cl)(Cl)=O.[Br:5][C:6]1[C:14]([CH3:15])=[CH:13][CH:12]=[CH:11][C:7]=1[C:8]([OH:10])=O.C[N:17](C=O)C.N.Cl[CH2:23][C:24](=O)[CH3:25], predict the reaction product. The product is: [Br:5][C:6]1[C:14]([CH3:15])=[CH:13][CH:12]=[CH:11][C:7]=1[C:8]1[O:10][CH:23]=[C:24]([CH3:25])[N:17]=1.